Dataset: Forward reaction prediction with 1.9M reactions from USPTO patents (1976-2016). Task: Predict the product of the given reaction. (1) Given the reactants [NH:1]1[C:5]2[CH:6]=[CH:7][CH:8]=[CH:9][C:4]=2[N:3]=[C:2]1[C:10]1[S:11][C:12]2[C:18]([N:19]3[CH2:24][CH2:23][O:22][CH2:21][CH2:20]3)=[CH:17][CH:16]=[C:15]([O:25][CH3:26])[C:13]=2[N:14]=1.[H-].[Na+].[CH3:29]I, predict the reaction product. The product is: [CH3:26][O:25][C:15]1[C:13]2[N:14]=[C:10]([C:2]3[N:3]([CH3:29])[C:4]4[CH:9]=[CH:8][CH:7]=[CH:6][C:5]=4[N:1]=3)[S:11][C:12]=2[C:18]([N:19]2[CH2:24][CH2:23][O:22][CH2:21][CH2:20]2)=[CH:17][CH:16]=1. (2) Given the reactants [NH:1]1[CH2:5][C@H:4]([CH2:6][OH:7])[C@H:3]([CH2:8][OH:9])[CH2:2]1.C([O-])([O-])=O.[Na+].[Na+].Cl[C:17]([O:19][CH2:20][C:21]1[CH:26]=[CH:25][CH:24]=[CH:23][CH:22]=1)=[O:18], predict the reaction product. The product is: [OH:9][CH2:8][C@H:3]1[C@@H:4]([CH2:6][OH:7])[CH2:5][N:1]([C:17]([O:19][CH2:20][C:21]2[CH:26]=[CH:25][CH:24]=[CH:23][CH:22]=2)=[O:18])[CH2:2]1. (3) Given the reactants [CH2:1]([N:8]1[C:12]([CH3:13])=[C:11]([I:14])[CH:10]=[C:9]1[C:15]([OH:17])=O)[C:2]1[CH:7]=[CH:6][CH:5]=[CH:4][CH:3]=1.C(N1C=CN=C1)([N:20]1C=CN=C1)=O.[OH-].[NH4+], predict the reaction product. The product is: [CH2:1]([N:8]1[C:12]([CH3:13])=[C:11]([I:14])[CH:10]=[C:9]1[C:15]([NH2:20])=[O:17])[C:2]1[CH:7]=[CH:6][CH:5]=[CH:4][CH:3]=1. (4) Given the reactants Cl.[NH2:2][C:3]1[CH2:4][C:5]([C:18]([OH:20])=O)=[CH:6][C:7]2[CH:13]=[CH:12][C:11]([C:14]([O:16][CH3:17])=[O:15])=[CH:10][C:8]=2[N:9]=1.CN(C(ON1N=NC2C=CC=CC1=2)=[N+](C)C)C.F[P-](F)(F)(F)(F)F.CCN(C(C)C)C(C)C.[CH2:54]([NH:57][CH2:58][CH2:59][CH3:60])[CH2:55][CH3:56], predict the reaction product. The product is: [NH2:2][C:3]1[CH2:4][C:5]([C:18](=[O:20])[N:57]([CH2:58][CH2:59][CH3:60])[CH2:54][CH2:55][CH3:56])=[CH:6][C:7]2[CH:13]=[CH:12][C:11]([C:14]([O:16][CH3:17])=[O:15])=[CH:10][C:8]=2[N:9]=1. (5) Given the reactants C([O-])([O-])=O.[K+].[K+].[N+:7]([CH2:9]S(C1C=CC(C)=CC=1)(=O)=O)#[C-:8].[CH:20]([C:22]1[CH:23]=[C:24]([CH:27]=[CH:28][CH:29]=1)[C:25]#[N:26])=[O:21], predict the reaction product. The product is: [O:21]1[C:20]([C:22]2[CH:23]=[C:24]([CH:27]=[CH:28][CH:29]=2)[C:25]#[N:26])=[CH:9][N:7]=[CH:8]1. (6) Given the reactants [F:1][C:2]1[CH:26]=[CH:25][C:5]([CH2:6][N:7]2[CH:11]=[CH:10][CH:9]=[C:8]2[C:12]([N:14]2[CH2:19][CH2:18][CH:17]([C:20]([O:22]CC)=[O:21])[CH2:16][CH2:15]2)=[O:13])=[CH:4][CH:3]=1.[OH-].[Na+], predict the reaction product. The product is: [F:1][C:2]1[CH:26]=[CH:25][C:5]([CH2:6][N:7]2[CH:11]=[CH:10][CH:9]=[C:8]2[C:12]([N:14]2[CH2:15][CH2:16][CH:17]([C:20]([OH:22])=[O:21])[CH2:18][CH2:19]2)=[O:13])=[CH:4][CH:3]=1. (7) Given the reactants Br[C:2]1[CH:7]=[CH:6][CH:5]=[CH:4][N:3]=1.[CH3:8][NH:9][NH2:10], predict the reaction product. The product is: [CH3:8][N:9]([C:2]1[CH:7]=[CH:6][CH:5]=[CH:4][N:3]=1)[NH2:10]. (8) Given the reactants [Br:1][C:2]1[CH:3]=[CH:4][C:5]([CH3:9])=[C:6]([CH:8]=1)[NH2:7].C(N(C(C)C)CC)(C)C.[C:19](Cl)(=[O:22])[CH:20]=[CH2:21], predict the reaction product. The product is: [Br:1][C:2]1[CH:3]=[CH:4][C:5]([CH3:9])=[C:6]([NH:7][C:19](=[O:22])[CH:20]=[CH2:21])[CH:8]=1.